From a dataset of Reaction yield outcomes from USPTO patents with 853,638 reactions. Predict the reaction yield, written as a fraction of the theoretical maximum amount of product (1.0 means a 100% yield; for example, 0.34 means a 34% yield). (1) The yield is 0.280. The catalyst is CC(N(C)C)=O.CCOC(C)=O.O. The product is [CH3:14][O:13][C:7]1[CH:8]=[C:9]([O:11][CH3:12])[CH:10]=[C:2]2[C:3]=1[C:4](=[O:5])[NH:6][C:15]([C:16]1[CH:23]=[CH:22][CH:21]=[CH:20][C:17]=1[CH3:18])=[N:1]2. The reactants are [NH2:1][C:2]1[CH:10]=[C:9]([O:11][CH3:12])[CH:8]=[C:7]([O:13][CH3:14])[C:3]=1[C:4]([NH2:6])=[O:5].[CH3:15][C:16]1[CH:23]=[CH:22][CH:21]=[CH:20][C:17]=1[CH:18]=O.OS([O-])=O.[Na+].CC1C=CC(S(O)(=O)=O)=CC=1.O. (2) The reactants are [NH2:1][C:2]1[CH:7]=[C:6]([OH:8])[CH:5]=[CH:4][N:3]=1.[H-].[Na+].F[C:12]1[CH:17]=[CH:16][C:15]([N+:18]([O-:20])=[O:19])=[C:14]([CH3:21])[CH:13]=1. The catalyst is CN(C=O)C.O. The product is [CH3:21][C:14]1[CH:13]=[C:12]([CH:17]=[CH:16][C:15]=1[N+:18]([O-:20])=[O:19])[O:8][C:6]1[CH:5]=[CH:4][N:3]=[C:2]([NH2:1])[CH:7]=1. The yield is 0.440. (3) The reactants are [CH3:1][O:2][C:3](=[O:77])/[CH:4]=[CH:5]\[CH:6]=[CH:7]\[C@@H:8]([CH3:76])[C@@H:9]([O:68][Si:69]([C:72]([CH3:75])([CH3:74])[CH3:73])([CH3:71])[CH3:70])[CH2:10][C@H:11]([O:60][Si:61]([C:64]([CH3:67])([CH3:66])[CH3:65])([CH3:63])[CH3:62])/[CH:12]=[CH:13]\[C@H:14]([CH3:59])[C@H:15]([O:51][Si:52]([C:55]([CH3:58])([CH3:57])[CH3:56])([CH3:54])[CH3:53])[C@@H:16]([CH3:50])[CH2:17][C@@H:18]([CH3:49])[CH2:19][CH2:20][C@@H:21]([O:41][Si:42]([C:45]([CH3:48])([CH3:47])[CH3:46])([CH3:44])[CH3:43])[C@H:22]([CH3:40])[C@@H:23]([O:30]CC1C=CC(OC)=CC=1)[C@@H:24]([CH3:29])/[CH:25]=[CH:26]\[CH:27]=[CH2:28].C(Cl)Cl.C(C1C(=O)C(Cl)=C(Cl)C(=O)C=1C#N)#N. The catalyst is O. The product is [CH3:1][O:2][C:3](=[O:77])/[CH:4]=[CH:5]\[CH:6]=[CH:7]\[C@@H:8]([CH3:76])[C@@H:9]([O:68][Si:69]([C:72]([CH3:75])([CH3:74])[CH3:73])([CH3:70])[CH3:71])[CH2:10][C@H:11]([O:60][Si:61]([C:64]([CH3:67])([CH3:66])[CH3:65])([CH3:62])[CH3:63])/[CH:12]=[CH:13]\[C@H:14]([CH3:59])[C@H:15]([O:51][Si:52]([C:55]([CH3:56])([CH3:57])[CH3:58])([CH3:54])[CH3:53])[C@@H:16]([CH3:50])[CH2:17][C@@H:18]([CH3:49])[CH2:19][CH2:20][C@@H:21]([O:41][Si:42]([C:45]([CH3:46])([CH3:47])[CH3:48])([CH3:43])[CH3:44])[C@H:22]([CH3:40])[C@@H:23]([OH:30])[C@@H:24]([CH3:29])/[CH:25]=[CH:26]\[CH:27]=[CH2:28]. The yield is 0.880. (4) The catalyst is O.C(OCC)(=O)C. The product is [Br:14][C:11]1[CH:12]=[CH:13][C:8]([O:7][CH3:6])=[N:9][CH:10]=1. The yield is 0.860. The reactants are C([O-])(=O)C.[Na+].[CH3:6][O:7][C:8]1[CH:13]=[CH:12][CH:11]=[CH:10][N:9]=1.[Br:14]Br.[OH-].[Na+].S([O-])([O-])=O.[Na+].[Na+]. (5) The reactants are COC1C=C(C(C2C=CC=CC=2)=O)C=C(OC)C=1.C[Si]([N-][Si](C)(C)C)(C)C.[Li+].C(OP(CC#N)(=O)OCC)C.O1[C:45]2[CH:46]=[CH:47][C:48]([C:50]([C:54]3[CH:59]=[C:58]([O:60][CH3:61])[CH:57]=[C:56]([O:62][CH3:63])[CH:55]=3)=[CH:51][C:52]#[N:53])=[CH:49][C:44]=2OCC1. The catalyst is C1COCC1. The product is [CH3:63][O:62][C:56]1[CH:55]=[C:54]([C:50]([C:48]2[CH:49]=[CH:44][CH:45]=[CH:46][CH:47]=2)=[CH:51][C:52]#[N:53])[CH:59]=[C:58]([O:60][CH3:61])[CH:57]=1. The yield is 0.890. (6) The reactants are [CH3:1][C:2]1([CH3:12])[C:10]2[C:5](=[CH:6][CH:7]=[CH:8][CH:9]=2)[NH:4][C:3]1=[O:11].C([O-])(=O)C.[Na+].[Br:18]Br.C(=O)([O-])[O-].[Na+].[Na+]. The catalyst is C(O)(=O)C.O. The product is [Br:18][C:8]1[CH:9]=[C:10]2[C:5](=[CH:6][CH:7]=1)[NH:4][C:3](=[O:11])[C:2]2([CH3:12])[CH3:1]. The yield is 0.920.